This data is from Forward reaction prediction with 1.9M reactions from USPTO patents (1976-2016). The task is: Predict the product of the given reaction. (1) Given the reactants [N+:1]([C:4]1[CH:14]=[CH:13][C:7]([O:8][CH2:9][C:10]([OH:12])=O)=[CH:6][CH:5]=1)([O-:3])=[O:2].[CH3:15][O:16][C:17](=[O:25])[C:18]1[CH:23]=[CH:22][CH:21]=[C:20]([NH2:24])[CH:19]=1.C1C=CC2N(O)N=NC=2C=1.CCN(C(C)C)C(C)C.C(Cl)CCl, predict the reaction product. The product is: [CH3:15][O:16][C:17](=[O:25])[C:18]1[CH:23]=[CH:22][CH:21]=[C:20]([NH:24][C:10](=[O:12])[CH2:9][O:8][C:7]2[CH:6]=[CH:5][C:4]([N+:1]([O-:3])=[O:2])=[CH:14][CH:13]=2)[CH:19]=1. (2) The product is: [CH3:6][O:7][C:8](=[O:16])[CH:9]([C:18]([O:20][CH3:21])=[O:19])[C@H:10]([CH3:15])[CH2:11][C:12]([OH:14])=[O:13]. Given the reactants [Li]CCCC.[CH3:6][O:7][C:8](=[O:16])[CH2:9][C@H:10]([CH3:15])[CH2:11][C:12]([OH:14])=[O:13].Cl[C:18]([O:20][CH3:21])=[O:19].Cl, predict the reaction product. (3) Given the reactants [NH2:1][C:2]1[CH:3]=[C:4]([N:8]2[C:12](=[O:13])[CH2:11][CH:10]([C:14]([NH:16][CH:17]([C:24]3[CH:25]=[N:26][CH:27]=[CH:28][CH:29]=3)[CH2:18][C:19]([O:21][CH2:22][CH3:23])=[O:20])=[O:15])[CH2:9]2)[CH:5]=[CH:6][CH:7]=1.CS[C:32]1[S:33][CH2:34][CH2:35][N:36]=1, predict the reaction product. The product is: [O:13]=[C:12]1[N:8]([C:4]2[CH:5]=[CH:6][CH:7]=[C:2]([NH:1][C:32]3[S:33][CH2:34][CH2:35][N:36]=3)[CH:3]=2)[CH2:9][CH:10]([C:14]([NH:16][CH:17]([C:24]2[CH:25]=[N:26][CH:27]=[CH:28][CH:29]=2)[CH2:18][C:19]([O:21][CH2:22][CH3:23])=[O:20])=[O:15])[CH2:11]1. (4) Given the reactants [F:1][C:2]1[CH:10]=[C:9]2[C:5]([C:6]([C:20]3[CH:21]=[N:22][N:23](C4C=CN=CC=4)[CH:24]=3)=[CH:7][N:8]2[S:11]([C:14]2[CH:19]=[CH:18][CH:17]=[CH:16][CH:15]=2)(=[O:13])=[O:12])=[CH:4][CH:3]=1.CC1(C)C(C)(C)OB(C2C=NN([C:44]3[CH:49]=[CH:48][CH:47]=[CH:46][N:45]=3)C=2)O1, predict the reaction product. The product is: [F:1][C:2]1[CH:10]=[C:9]2[C:5]([C:6]([C:20]3[CH:21]=[N:22][N:23]([C:44]4[CH:49]=[CH:48][CH:47]=[CH:46][N:45]=4)[CH:24]=3)=[CH:7][N:8]2[S:11]([C:14]2[CH:19]=[CH:18][CH:17]=[CH:16][CH:15]=2)(=[O:12])=[O:13])=[CH:4][CH:3]=1. (5) Given the reactants C(=O)([O-])[O-].[K+].[K+].[CH3:7][N:8]([C:25]1[CH:30]=[CH:29][CH:28]=[CH:27][CH:26]=1)[C:9]1[N:14]=[C:13]([NH2:15])[N:12]=[C:11]([C:16]2[N:20]=[C:19](C(Cl)(Cl)Cl)[O:18][N:17]=2)[N:10]=1.Cl.[CH:32]1([CH2:35][O:36][CH2:37][CH:38]2[CH2:43][CH2:42][NH:41][CH2:40][CH2:39]2)[CH2:34][CH2:33]1, predict the reaction product. The product is: [CH:32]1([CH2:35][O:36][CH2:37][CH:38]2[CH2:43][CH2:42][N:41]([C:19]3[O:18][N:17]=[C:16]([C:11]4[N:10]=[C:9]([N:8]([CH3:7])[C:25]5[CH:30]=[CH:29][CH:28]=[CH:27][CH:26]=5)[N:14]=[C:13]([NH2:15])[N:12]=4)[N:20]=3)[CH2:40][CH2:39]2)[CH2:33][CH2:34]1. (6) The product is: [ClH:28].[Cl:28][C:25]1[CH:26]=[CH:27][C:22]([O:21][C:18]2[CH:19]=[CH:20][C:15]([O:14][CH2:13][C@@H:9]3[CH2:10][CH2:11][CH2:12][NH:8]3)=[CH:16][CH:17]=2)=[CH:23][CH:24]=1. Given the reactants C(OC([N:8]1[CH2:12][CH2:11][CH2:10][C@H:9]1[CH2:13][O:14][C:15]1[CH:20]=[CH:19][C:18]([O:21][C:22]2[CH:27]=[CH:26][C:25]([Cl:28])=[CH:24][CH:23]=2)=[CH:17][CH:16]=1)=O)(C)(C)C.Cl, predict the reaction product. (7) Given the reactants [N:1]([C@H:4]1[CH2:20][C:19]2[C@@:7]([CH3:24])([CH:8]3[CH:16]([CH2:17][CH:18]=2)[CH:15]2[C@@:11]([CH3:23])([C@@H:12]([C:21]#[CH:22])[CH2:13][CH2:14]2)[CH2:10][CH2:9]3)[CH2:6][CH2:5]1)=[N+]=[N-].C1(P(C2C=CC=CC=2)C2C=CC=CC=2)C=CC=CC=1.[CH3:56][C:55]([O:54][C:52](O[C:52]([O:54][C:55]([CH3:58])([CH3:57])[CH3:56])=[O:53])=[O:53])([CH3:58])[CH3:57], predict the reaction product. The product is: [C:21]([C@@H:12]1[C@:11]2([CH3:23])[CH:15]([CH:16]3[CH:8]([CH2:9][CH2:10]2)[C@:7]2([CH3:24])[C:19]([CH2:20][C@H:4]([NH:1][C:52](=[O:53])[O:54][C:55]([CH3:56])([CH3:57])[CH3:58])[CH2:5][CH2:6]2)=[CH:18][CH2:17]3)[CH2:14][CH2:13]1)#[CH:22].